Dataset: Reaction yield outcomes from USPTO patents with 853,638 reactions. Task: Predict the reaction yield, written as a fraction of the theoretical maximum amount of product (1.0 means a 100% yield; for example, 0.34 means a 34% yield). (1) The reactants are [CH3:1][C:2]1[C:6]([CH:7]=O)=[CH:5][N:4]([C:9]2[CH:14]=[CH:13][N:12]=[C:11]3[N:15]([CH2:18][O:19][CH2:20][CH2:21][Si:22]([CH3:25])([CH3:24])[CH3:23])[CH:16]=[CH:17][C:10]=23)[N:3]=1.C(Cl)Cl.C(O)(=O)C.C(O[BH-](OC(=O)C)OC(=O)C)(=O)C.[Na+].[NH2:47][C:48]1[CH:53]=[CH:52][CH:51]=[CH:50][CH:49]=1. No catalyst specified. The product is [CH3:1][C:2]1[C:6]([CH2:7][NH:47][C:48]2[CH:53]=[CH:52][CH:51]=[CH:50][CH:49]=2)=[CH:5][N:4]([C:9]2[CH:14]=[CH:13][N:12]=[C:11]3[N:15]([CH2:18][O:19][CH2:20][CH2:21][Si:22]([CH3:25])([CH3:24])[CH3:23])[CH:16]=[CH:17][C:10]=23)[N:3]=1. The yield is 0.700. (2) The reactants are [C:1]1([C:11]2[N:16]=[N:15][C:14](O)=[CH:13][C:12]=2[C:18]2[CH:23]=[CH:22][N:21]=[CH:20][CH:19]=2)[C:10]2[C:5](=[CH:6][CH:7]=[CH:8][CH:9]=2)[CH:4]=[CH:3][CH:2]=1.O=P(Cl)(Cl)[Cl:26].[OH-].[Na+]. The catalyst is C(#N)C. The product is [Cl:26][C:14]1[N:15]=[N:16][C:11]([C:1]2[C:10]3[C:5](=[CH:6][CH:7]=[CH:8][CH:9]=3)[CH:4]=[CH:3][CH:2]=2)=[C:12]([C:18]2[CH:23]=[CH:22][N:21]=[CH:20][CH:19]=2)[CH:13]=1. The yield is 0.760. (3) The reactants are C([O:4][CH2:5][C:6]1[CH:11]=[C:10]([C:12]2[CH2:16][C:15]([C:21]3[CH:26]=[C:25]([Cl:27])[CH:24]=[C:23]([Cl:28])[CH:22]=3)([C:17]([F:20])([F:19])[F:18])[O:14][N:13]=2)[CH:9]=[CH:8][C:7]=1[C:29]#[N:30])(=O)C.C[O-].[Na+]. The catalyst is CO. The product is [Cl:28][C:23]1[CH:22]=[C:21]([C:15]2([C:17]([F:20])([F:18])[F:19])[O:14][N:13]=[C:12]([C:10]3[CH:9]=[CH:8][C:7]4[C:29](=[NH:30])[O:4][CH2:5][C:6]=4[CH:11]=3)[CH2:16]2)[CH:26]=[C:25]([Cl:27])[CH:24]=1. The yield is 0.740.